Dataset: Peptide-MHC class II binding affinity with 134,281 pairs from IEDB. Task: Regression. Given a peptide amino acid sequence and an MHC pseudo amino acid sequence, predict their binding affinity value. This is MHC class II binding data. (1) The peptide sequence is KDDIFYYVYGLLHDP. The MHC is HLA-DPA10103-DPB10401 with pseudo-sequence HLA-DPA10103-DPB10401. The binding affinity (normalized) is 0.605. (2) The peptide sequence is AYVYFASDASTYTTG. The MHC is DRB1_0901 with pseudo-sequence DRB1_0901. The binding affinity (normalized) is 0.979. (3) The peptide sequence is ELRKTYNLLDAVSRH. The MHC is DRB5_0101 with pseudo-sequence DRB5_0101. The binding affinity (normalized) is 0.843. (4) The MHC is DRB1_0802 with pseudo-sequence DRB1_0802. The peptide sequence is GELQIVDRIDAAFKI. The binding affinity (normalized) is 0.610. (5) The peptide sequence is ATEVVRRLTATAHRG. The MHC is HLA-DPA10103-DPB10401 with pseudo-sequence HLA-DPA10103-DPB10401. The binding affinity (normalized) is 0.